Dataset: Full USPTO retrosynthesis dataset with 1.9M reactions from patents (1976-2016). Task: Predict the reactants needed to synthesize the given product. The reactants are: N[C:2]1[CH:23]=[CH:22][C:5]([CH2:6][NH:7]/[CH:8]=[C:9]2\[C:10](=[O:21])[NH:11][C:12](=[O:20])[C:13]3[C:18]\2=[CH:17][C:16]([I:19])=[CH:15][CH:14]=3)=[CH:4][C:3]=1[O:24][Si](C(C)C)(C(C)C)C(C)C.[C:35]([BH3-])#[N:36].[Na+].[C:39](O)(=O)C.[F-].C([N+](CCCC)(CCCC)CCCC)CCC. Given the product [CH3:39][N:36]([CH3:35])[C:2]1[CH:23]=[CH:22][C:5]([CH2:6][NH:7]/[CH:8]=[C:9]2\[C:10](=[O:21])[NH:11][C:12](=[O:20])[C:13]3[C:18]\2=[CH:17][C:16]([I:19])=[CH:15][CH:14]=3)=[CH:4][C:3]=1[OH:24], predict the reactants needed to synthesize it.